Dataset: Forward reaction prediction with 1.9M reactions from USPTO patents (1976-2016). Task: Predict the product of the given reaction. Given the reactants [N:1]1([CH2:7][C:8]2[NH:9][C:10]([C:24]3[CH:29]=[CH:28][N:27]=[CH:26][CH:25]=3)=[C:11]([C:13]3[CH:14]=[C:15]4[C:19](=[CH:20][CH:21]=3)[C:18](=[N:22][OH:23])[CH2:17][CH2:16]4)[N:12]=2)[CH2:6][CH2:5]C[CH2:3][CH2:2]1.C(OC([N:37]1CCNCC1)=O)(C)(C)C, predict the reaction product. The product is: [N:1]1([CH2:7][C:8]2[NH:9][C:10]([C:24]3[CH:29]=[CH:28][N:27]=[CH:26][CH:25]=3)=[C:11]([C:13]3[CH:14]=[C:15]4[C:19](=[CH:20][CH:21]=3)[C:18](=[N:22][OH:23])[CH2:17][CH2:16]4)[N:12]=2)[CH2:2][CH2:3][NH:37][CH2:5][CH2:6]1.